Dataset: Catalyst prediction with 721,799 reactions and 888 catalyst types from USPTO. Task: Predict which catalyst facilitates the given reaction. (1) Reactant: [C:1]([NH:4][C@@H:5]1[CH2:10][C@H:9]([N:11]([CH:13]([CH3:15])[CH3:14])[CH3:12])[CH2:8][CH2:7][C@@H:6]1[N:16]1[CH2:20][CH2:19][C@H:18]([NH:21]C(=O)OCC2C=CC=CC=2)[C:17]1=[O:32])(=[O:3])[CH3:2]. Product: [NH2:21][C@H:18]1[CH2:19][CH2:20][N:16]([C@H:6]2[CH2:7][CH2:8][C@@H:9]([N:11]([CH:13]([CH3:15])[CH3:14])[CH3:12])[CH2:10][C@H:5]2[NH:4][C:1](=[O:3])[CH3:2])[C:17]1=[O:32]. The catalyst class is: 19. (2) Reactant: [Cl:1][C:2]1[CH:3]=[CH:4][C:5]2[N:6]=[CH:7][N:8]=[C:9](OC3CCOCC3)[C:10]=2[N:11]=1.[F:19][C:20]([F:30])([F:29])[O:21][C:22]1[CH:28]=[CH:27][C:25]([NH2:26])=[CH:24][CH:23]=1.C([O-])(=O)C.[Na+]. Product: [Cl:1][C:2]1[CH:3]=[CH:4][C:5]2[N:6]=[CH:7][N:8]=[C:9]([NH:26][C:25]3[CH:27]=[CH:28][C:22]([O:21][C:20]([F:19])([F:29])[F:30])=[CH:23][CH:24]=3)[C:10]=2[N:11]=1. The catalyst class is: 25. (3) Reactant: Br[CH:2]([CH3:11])[C:3]([C:5]1[CH:10]=[CH:9][CH:8]=[CH:7][CH:6]=1)=[O:4].C([O-])=[O:13].[Na+].O. Product: [OH:13][CH:2]([CH3:11])[C:3]([C:5]1[CH:10]=[CH:9][CH:8]=[CH:7][CH:6]=1)=[O:4]. The catalyst class is: 5. (4) Reactant: [ClH:1].[Br:2][C:3]1[C:11]2[C:6](=[CH:7][CH:8]=[C:9]([C:12]#[N:13])[CH:10]=2)[NH:5][N:4]=1.N1C2C(=CC=CC=2)C=N1.[CH3:23][CH2:24][OH:25]. Product: [ClH:1].[Br:2][C:3]1[C:11]2[C:6](=[CH:7][CH:8]=[C:9]([C:12](=[NH:13])[O:25][CH2:24][CH3:23])[CH:10]=2)[NH:5][N:4]=1. The catalyst class is: 28. (5) Reactant: [N:1]([CH2:4][C:5]1[CH:10]=[CH:9][CH:8]=[C:7]([Cl:11])[C:6]=1[C:12]([F:19])([F:18])[C:13](OCC)=[O:14])=[N+]=[N-].[H][H]. Product: [Cl:11][C:7]1[CH:8]=[CH:9][CH:10]=[C:5]2[C:6]=1[C:12]([F:19])([F:18])[C:13](=[O:14])[NH:1][CH2:4]2. The catalyst class is: 603. (6) Reactant: Cl.[CH3:2][NH2:3].[C:4]([C:6]1[CH:11]=[CH:10][C:9]([S:12](Cl)(=[O:14])=[O:13])=[CH:8][CH:7]=1)#[N:5].Cl. Product: [C:4]([C:6]1[CH:11]=[CH:10][C:9]([S:12]([NH:3][CH3:2])(=[O:14])=[O:13])=[CH:8][CH:7]=1)#[N:5]. The catalyst class is: 17.